From a dataset of Forward reaction prediction with 1.9M reactions from USPTO patents (1976-2016). Predict the product of the given reaction. Given the reactants [ClH:1].[CH3:2][C:3]([N+:9]([O-])=O)([CH2:6][NH:7][CH3:8])[CH2:4][OH:5], predict the reaction product. The product is: [ClH:1].[NH2:9][C:3]([CH3:2])([CH2:6][NH:7][CH3:8])[CH2:4][OH:5].